This data is from Peptide-MHC class II binding affinity with 134,281 pairs from IEDB. The task is: Regression. Given a peptide amino acid sequence and an MHC pseudo amino acid sequence, predict their binding affinity value. This is MHC class II binding data. (1) The peptide sequence is NLEIDMIVDTISDFR. The MHC is HLA-DQA10102-DQB10502 with pseudo-sequence HLA-DQA10102-DQB10502. The binding affinity (normalized) is 0.517. (2) The peptide sequence is YVDRFFKTLRAEQATQEV. The MHC is DRB1_0101 with pseudo-sequence DRB1_0101. The binding affinity (normalized) is 0.938. (3) The peptide sequence is KYNLNRAMMLDDLTM. The MHC is DRB1_0404 with pseudo-sequence DRB1_0404. The binding affinity (normalized) is 0.492. (4) The peptide sequence is ANATVYMIDSVLMPP. The MHC is DRB1_0802 with pseudo-sequence DRB1_0802. The binding affinity (normalized) is 0.0981.